From a dataset of Cav3 T-type calcium channel HTS with 100,875 compounds. Binary Classification. Given a drug SMILES string, predict its activity (active/inactive) in a high-throughput screening assay against a specified biological target. (1) The compound is O(c1c(C(=O)NCC(C)C)cccc1)c1ccccc1. The result is 0 (inactive). (2) The molecule is S1\C(C(=O)c2c1cccc2)=C/N(C(=O)CC)C. The result is 0 (inactive).